Dataset: Forward reaction prediction with 1.9M reactions from USPTO patents (1976-2016). Task: Predict the product of the given reaction. (1) The product is: [CH2:1]([C:3]1[N:4]([CH2:14][CH2:15][O:16][C:17]2[CH:24]=[CH:23][C:20]([CH:21]=[O:22])=[CH:19][CH:18]=2)[C:5](=[O:12])[C:6]([CH2:10][CH3:11])=[C:7]([CH3:9])[N:8]=1)[CH3:2]. Given the reactants [CH2:1]([C:3]1[NH:4][C:5](=[O:12])[C:6]([CH2:10][CH3:11])=[C:7]([CH3:9])[N:8]=1)[CH3:2].Br[CH2:14][CH2:15][O:16][C:17]1[CH:24]=[CH:23][C:20]([CH:21]=[O:22])=[CH:19][CH:18]=1.[H-].[Na+], predict the reaction product. (2) Given the reactants Cl[C:2]1[CH:3]=[C:4]([CH:28]=[CH:29][N:30]=1)[C:5]([NH:7][C:8]1[CH:9]=[C:10]([C:15]2[CH:20]=[CH:19][C:18]([C:21]([NH:23][CH2:24][CH:25]3[CH2:27][CH2:26]3)=[O:22])=[CH:17][CH:16]=2)[C:11]([CH3:14])=[CH:12][CH:13]=1)=[O:6].[NH:31]1[CH2:35][CH2:34][CH2:33][CH2:32]1, predict the reaction product. The product is: [CH:25]1([CH2:24][NH:23][C:21]([C:18]2[CH:19]=[CH:20][C:15]([C:10]3[C:11]([CH3:14])=[CH:12][CH:13]=[C:8]([NH:7][C:5](=[O:6])[C:4]4[CH:28]=[CH:29][N:30]=[C:2]([N:31]5[CH2:35][CH2:34][CH2:33][CH2:32]5)[CH:3]=4)[CH:9]=3)=[CH:16][CH:17]=2)=[O:22])[CH2:27][CH2:26]1. (3) Given the reactants C[O:2][C:3](=[O:23])[CH:4]=[CH:5][C:6]1[CH:11]=[CH:10][CH:9]=[C:8]([S:12](=[O:22])(=[O:21])[N:13]([CH3:20])[C:14]2[CH:19]=[CH:18][CH:17]=[CH:16][CH:15]=2)[CH:7]=1.[OH-].[Na+], predict the reaction product. The product is: [CH3:20][N:13]([C:14]1[CH:19]=[CH:18][CH:17]=[CH:16][CH:15]=1)[S:12]([C:8]1[CH:7]=[C:6]([CH:5]=[CH:4][C:3]([OH:23])=[O:2])[CH:11]=[CH:10][CH:9]=1)(=[O:21])=[O:22]. (4) Given the reactants [NH2:1][C:2]1[N:7]=[C:6]([N:8]2[CH2:13][CH2:12][N:11]([C:14](=[O:24])[CH2:15][O:16][C:17]3[CH:22]=[CH:21][C:20]([Cl:23])=[CH:19][CH:18]=3)[CH2:10][CH2:9]2)[C:5]([NH2:25])=[C:4]([NH2:26])[N:3]=1.[CH3:27][O:28][C:29]1[CH:30]=[C:31]([CH:34]=[CH:35][C:36]=1[O:37][CH3:38])[CH:32]=O, predict the reaction product. The product is: [NH2:1][C:2]1[N:3]=[C:4]2[C:5]([N:25]=[C:32]([C:31]3[CH:34]=[CH:35][C:36]([O:37][CH3:38])=[C:29]([O:28][CH3:27])[CH:30]=3)[NH:26]2)=[C:6]([N:8]2[CH2:9][CH2:10][N:11]([C:14](=[O:24])[CH2:15][O:16][C:17]3[CH:18]=[CH:19][C:20]([Cl:23])=[CH:21][CH:22]=3)[CH2:12][CH2:13]2)[N:7]=1. (5) The product is: [C:1]([C:3]1[C:11]2[C:6](=[CH:7][C:8]([O:31][CH3:30])=[CH:9][CH:10]=2)[N:5]([CH2:14][CH3:15])[C:4]=1[C:16]1[CH:17]=[CH:18][C:19]([C:20]([OH:22])=[O:21])=[CH:24][CH:25]=1)#[N:2]. Given the reactants [C:1]([C:3]1[C:11]2[C:6](=[CH:7][CH:8]=[C:9](OC)[CH:10]=2)[N:5]([CH2:14][CH3:15])[C:4]=1[C:16]1[CH:25]=[CH:24][C:19]([C:20]([O:22]C)=[O:21])=[CH:18][CH:17]=1)#[N:2].[OH-].[Na+].C1C[O:31][CH2:30]C1, predict the reaction product. (6) Given the reactants [CH3:1][O:2][C:3]1[CH:8]=[CH:7][C:6]([S:9][CH2:10][CH2:11][NH2:12])=[CH:5][CH:4]=1.[F:13][C:14]([F:25])([F:24])[C:15](O[C:15](=[O:16])[C:14]([F:25])([F:24])[F:13])=[O:16].C(N(CC)CC)C, predict the reaction product. The product is: [F:13][C:14]([F:25])([F:24])[C:15]([NH:12][CH2:11][CH2:10][S:9][C:6]1[CH:7]=[CH:8][C:3]([O:2][CH3:1])=[CH:4][CH:5]=1)=[O:16]. (7) Given the reactants C[O:2][C:3](=[O:17])[C@@H:4]([C@H:13]([CH3:16])[O:14][CH3:15])[NH:5][C:6]([O:8][C:9]([CH3:12])([CH3:11])[CH3:10])=[O:7].[Li+].[OH-], predict the reaction product. The product is: [C:6]([NH:5][C@@H:4]([C:3]([OH:17])=[O:2])[C@H:13]([CH3:16])[O:14][CH3:15])([O:8][C:9]([CH3:10])([CH3:12])[CH3:11])=[O:7]. (8) Given the reactants [OH:1][C:2]1[C:7]2[C@@:8]3([OH:45])[C@@:21]([O:25][CH3:26])([C@H:22]([OH:24])[CH2:23][C:6]=2[CH:5]=[C:4]([CH3:46])[C:3]=1[C:47]([O:49][CH3:50])=[O:48])[C:20](=[O:27])[C:19]1[C:10](=[CH:11][C:12]2[C:13](=[O:43])[C:14]([NH:30][C@@H:31]4[C@H:36]([O:37][CH3:38])[C@H:35]([OH:39])[C@@H:34]([O:40][CH3:41])[C@H:33]([CH3:42])[O:32]4)=[CH:15][C:16](=[O:29])[C:17]=2[C:18]=1[OH:28])[C:9]3=[O:44].[CH3:51][Mg]Br.C(OCC)C, predict the reaction product. The product is: [OH:1][C:2]1[C:7]2[C@@:8]3([OH:45])[C@@:21]([O:25][CH3:26])([C@H:22]([OH:24])[CH2:23][C:6]=2[CH:5]=[C:4]([CH3:46])[C:3]=1[C:47]([O:49][CH3:50])=[O:48])[C:20](=[O:27])[C:19]1[C:10](=[CH:11][C:12]2[C:13]([OH:43])([CH3:51])[C:14]([NH:30][C@@H:31]4[C@H:36]([O:37][CH3:38])[C@H:35]([OH:39])[C@@H:34]([O:40][CH3:41])[C@H:33]([CH3:42])[O:32]4)=[CH:15][C:16](=[O:29])[C:17]=2[C:18]=1[OH:28])[C:9]3=[O:44]. (9) Given the reactants Cl.[CH3:2][C:3]1[CH:7]=[C:6]([CH2:8][NH2:9])[O:5][N:4]=1.[C:10](O[C:10]([O:12][C:13]([CH3:16])([CH3:15])[CH3:14])=[O:11])([O:12][C:13]([CH3:16])([CH3:15])[CH3:14])=[O:11].C(N(CC)CC)C, predict the reaction product. The product is: [CH3:2][C:3]1[CH:7]=[C:6]([CH2:8][NH:9][C:10](=[O:11])[O:12][C:13]([CH3:16])([CH3:15])[CH3:14])[O:5][N:4]=1. (10) Given the reactants C[CH:2]1[O:6][CH2:5]CC1.C(N([CH2:12][CH3:13])CC)C.[BH3:14].[OH:15][C:16]([C:19]([OH:22])([CH3:21])[CH3:20])([CH3:18])[CH3:17].[C:23]1(C)C=[CH:27][CH:26]=[CH:25][C:24]=1P([C:25]1[CH:26]=[CH:27]C=[CH:23][C:24]=1C)[C:25]1[CH:26]=[CH:27]C=[CH:23][C:24]=1C.[Cl-].[NH4+].[OH2:47], predict the reaction product. The product is: [CH3:23][C:24]1[CH:25]=[CH:26][C:27]([B:14]2[O:22][C:19]([CH3:21])([CH3:20])[C:16]([CH3:18])([CH3:17])[O:15]2)=[C:13]([CH:12]=1)[C:5]([O:6][CH3:2])=[O:47].